From a dataset of Full USPTO retrosynthesis dataset with 1.9M reactions from patents (1976-2016). Predict the reactants needed to synthesize the given product. Given the product [N:13]([CH2:2][C:3]1[CH:8]=[CH:7][CH:6]=[C:5]([C:9]([OH:12])([CH3:11])[CH3:10])[N:4]=1)=[N+:14]=[N-:15], predict the reactants needed to synthesize it. The reactants are: Br[CH2:2][C:3]1[CH:8]=[CH:7][CH:6]=[C:5]([C:9]([OH:12])([CH3:11])[CH3:10])[N:4]=1.[N-:13]=[N+:14]=[N-:15].[Na+].ClCCl.